This data is from Cav3 T-type calcium channel HTS with 100,875 compounds. The task is: Binary Classification. Given a drug SMILES string, predict its activity (active/inactive) in a high-throughput screening assay against a specified biological target. (1) The drug is Clc1c(CSCC(=O)Nc2cc3OCCOc3cc2)cccc1. The result is 0 (inactive). (2) The molecule is S(=O)(=O)(N(CC)CC)c1cc(ccc1)c1oc(SCCOc2c(cccc2)C)nn1. The result is 1 (active). (3) The compound is S(c1n2c3c(ccc2nn1)cccc3)Cc1cc2OCCOc2cc1. The result is 0 (inactive).